From a dataset of Reaction yield outcomes from USPTO patents with 853,638 reactions. Predict the reaction yield, written as a fraction of the theoretical maximum amount of product (1.0 means a 100% yield; for example, 0.34 means a 34% yield). (1) The reactants are [C:1]([O:5][C:6](C1CCC2C=C(C(O)=O)C=CC=2C1)=[O:7])([CH3:4])([CH3:3])[CH3:2].Cl.CNC.[OH2:25].O[N:27]1[C:31]2[CH:32]=[CH:33][CH:34]=[CH:35][C:30]=2N=N1.[CH3:36][N:37]([CH3:46])[CH2:38][CH2:39][CH2:40]N=C=NCC.C(N([CH:53]([CH3:55])C)CC)(C)C. The catalyst is CN(C=O)C.O. The product is [CH3:46][N:37]([CH3:36])[C:38]([C:39]1[CH:40]=[C:34]2[C:35](=[CH:53][CH:55]=1)[CH2:30][CH:31]([NH:27][C:6](=[O:7])[O:5][C:1]([CH3:2])([CH3:3])[CH3:4])[CH2:32][CH2:33]2)=[O:25]. The yield is 0.950. (2) The reactants are [OH:1][CH2:2][C:3]1[N:4]=[C:5]([NH:8][C:9](=[O:13])[O:10][CH2:11][CH3:12])[S:6][CH:7]=1. The catalyst is C(Cl)(Cl)Cl.CO.[O-2].[Mn+4].[O-2]. The product is [CH:2]([C:3]1[N:4]=[C:5]([NH:8][C:9](=[O:13])[O:10][CH2:11][CH3:12])[S:6][CH:7]=1)=[O:1]. The yield is 1.06. (3) The reactants are [CH2:1]([O:3][C:4](=[O:20])[CH:5]([OH:19])[CH2:6][C:7]([C:10]1[CH:15]=[CH:14][C:13]([F:16])=[C:12]([O:17][CH3:18])[CH:11]=1)([CH3:9])[CH3:8])[CH3:2]. The catalyst is ClCCl. The product is [CH2:1]([O:3][C:4](=[O:20])[C:5](=[O:19])[CH2:6][C:7]([C:10]1[CH:15]=[CH:14][C:13]([F:16])=[C:12]([O:17][CH3:18])[CH:11]=1)([CH3:9])[CH3:8])[CH3:2]. The yield is 0.899. (4) The reactants are Cl.[NH2:2][OH:3].C(N(CC)CC)C.[Cl:11][C:12]1[C:13]([C:37]#[N:38])=[CH:14][C:15]([F:36])=[C:16]([CH:35]=1)[CH2:17][CH2:18][C:19]1([NH:27][C:28](=[O:34])[O:29][C:30]([CH3:33])([CH3:32])[CH3:31])[CH2:24][O:23][C:22]([CH3:26])([CH3:25])[O:21][CH2:20]1. The catalyst is C(O)C. The product is [Cl:11][C:12]1[C:13]([C:37](=[N:2][OH:3])[NH2:38])=[CH:14][C:15]([F:36])=[C:16]([CH:35]=1)[CH2:17][CH2:18][C:19]1([NH:27][C:28](=[O:34])[O:29][C:30]([CH3:31])([CH3:32])[CH3:33])[CH2:20][O:21][C:22]([CH3:25])([CH3:26])[O:23][CH2:24]1. The yield is 1.10. (5) The reactants are O.[C:2]1([CH3:12])[CH:7]=[CH:6]C(S(O)(=O)=O)=[CH:4][CH:3]=1.Cl.O.[NH:15]1[CH2:20][CH2:19][C:18](=[O:21])[CH2:17][CH2:16]1.[BH-](O[C:32]([CH3:34])=[O:33])(OC(C)=O)OC(C)=O.[Na+].C([O-])(O)=O.[Na+].[CH2:41]([N:43](CC)[CH2:44][CH3:45])[CH3:42]. The catalyst is CC(C)=O.ClCCCl.O. The product is [NH:43]1[CH:44]=[CH:45][CH:42]=[C:41]1[C:32]([C:34]1[CH:4]=[CH:3][C:2]([CH2:12][N:15]2[CH2:20][CH2:19][C:18](=[O:21])[CH2:17][CH2:16]2)=[CH:7][CH:6]=1)=[O:33]. The yield is 0.330.